From a dataset of Full USPTO retrosynthesis dataset with 1.9M reactions from patents (1976-2016). Predict the reactants needed to synthesize the given product. (1) Given the product [CH3:1][CH2:2][CH2:3][C:4]1[CH:5]=[C:6]([C:10]2[S:11][CH:14]=[C:15]([C:17]3[CH:18]=[CH:19][C:20]([CH3:23])=[CH:21][CH:22]=3)[N:12]=2)[CH:7]=[CH:8][N:9]=1, predict the reactants needed to synthesize it. The reactants are: [CH3:1][CH2:2][CH2:3][C:4]1[CH:5]=[C:6]([C:10]([NH2:12])=[S:11])[CH:7]=[CH:8][N:9]=1.Br[CH2:14][C:15]([C:17]1[CH:22]=[CH:21][C:20]([CH3:23])=[CH:19][CH:18]=1)=O. (2) Given the product [F:1][C:2]1[CH:7]=[CH:6][CH:5]=[CH:4][C:3]=1[C:8]1[N:9]=[N:10][N:11]([CH3:27])[C:12]=1[C:13]1[N:14]=[CH:15][N:16]([C:18]2[CH:26]=[CH:25][C:21]([C:22]([NH:59][CH:60]3[CH2:65][CH2:64][O:63][CH2:62][CH2:61]3)=[O:24])=[CH:20][N:19]=2)[CH:17]=1, predict the reactants needed to synthesize it. The reactants are: [F:1][C:2]1[CH:7]=[CH:6][CH:5]=[CH:4][C:3]=1[C:8]1[N:9]=[N:10][N:11]([CH3:27])[C:12]=1[C:13]1[N:14]=[CH:15][N:16]([C:18]2[CH:26]=[CH:25][C:21]([C:22]([OH:24])=O)=[CH:20][N:19]=2)[CH:17]=1.CN(C(ON1N=NC2C=CC=CC1=2)=[N+](C)C)C.[B-](F)(F)(F)F.CCN(C(C)C)C(C)C.[NH2:59][CH:60]1[CH2:65][CH2:64][O:63][CH2:62][CH2:61]1. (3) Given the product [F:29][C:26]1[CH:27]=[CH:28][C:23]([N:18]2[C:19]3[CH:20]=[CH:21][CH:22]=[C:14]([C:12]([NH:11][CH2:10][C:6]4[CH:5]=[C:4]([CH:9]=[CH:8][CH:7]=4)[C:3]([OH:30])=[O:2])=[O:13])[C:15]=3[CH:16]=[N:17]2)=[CH:24][CH:25]=1, predict the reactants needed to synthesize it. The reactants are: C[O:2][C:3](=[O:30])[C:4]1[CH:9]=[CH:8][CH:7]=[C:6]([CH2:10][NH:11][C:12]([C:14]2[C:15]3[CH:16]=[N:17][N:18]([C:23]4[CH:28]=[CH:27][C:26]([F:29])=[CH:25][CH:24]=4)[C:19]=3[CH:20]=[CH:21][CH:22]=2)=[O:13])[CH:5]=1.[OH-].[Na+]. (4) Given the product [CH3:1][C@@H:2]1[CH2:3][NH:4][CH2:5][C@@H:6]1[C:7]1[N:11]2[C:12]3[CH:18]=[CH:17][N:16]([S:19]([C:22]4[CH:23]=[CH:24][C:25]([CH3:26])=[CH:27][CH:28]=4)(=[O:21])=[O:20])[C:13]=3[N:14]=[CH:15][C:10]2=[N:9][CH:8]=1, predict the reactants needed to synthesize it. The reactants are: [CH3:1][C@H:2]1[C@@H:6]([C:7]2[N:11]3[C:12]4[CH:18]=[CH:17][N:16]([S:19]([C:22]5[CH:28]=[CH:27][C:25]([CH3:26])=[CH:24][CH:23]=5)(=[O:21])=[O:20])[C:13]=4[N:14]=[CH:15][C:10]3=[N:9][CH:8]=2)[CH2:5][N:4](C(OCC2C=CC=CC=2)=O)[CH2:3]1.Br.C(O)(=O)C. (5) Given the product [CH3:33][C:25]1[CH:24]=[C:23]([CH2:22][O:21][C:18]2[CH:19]=[CH:20][C:15]([S:12]([NH:11][CH:10]3[CH2:9][CH2:8][O:7][CH2:6][CH:5]3[C:3]([OH:4])=[O:2])(=[O:13])=[O:14])=[CH:16][CH:17]=2)[C:32]2[C:27](=[CH:28][CH:29]=[CH:30][CH:31]=2)[N:26]=1, predict the reactants needed to synthesize it. The reactants are: C[O:2][C:3]([CH:5]1[CH:10]([NH:11][S:12]([C:15]2[CH:20]=[CH:19][C:18]([O:21][CH2:22][C:23]3[C:32]4[C:27](=[CH:28][CH:29]=[CH:30][CH:31]=4)[N:26]=[C:25]([CH3:33])[CH:24]=3)=[CH:17][CH:16]=2)(=[O:14])=[O:13])[CH2:9][CH2:8][O:7][CH2:6]1)=[O:4].[OH-].[Li+].Cl. (6) Given the product [CH2:53]([NH:60][C:47](=[O:49])[C:46]1[CH:50]=[CH:51][CH:52]=[C:44]([C:40]2[C:39]([C:36]3[CH:35]=[CH:34][N:33]=[CH:38][CH:37]=3)=[CH:43][NH:42][N:41]=2)[CH:45]=1)[C:54]1[CH:59]=[CH:58][CH:57]=[CH:56][CH:55]=1, predict the reactants needed to synthesize it. The reactants are: Cl.C(N=C=NCCCN(C)C)C.ON1C2C=CC=CC=2N=N1.CCN(C(C)C)C(C)C.Cl.[N:33]1[CH:38]=[CH:37][C:36]([C:39]2[C:40]([C:44]3[CH:45]=[C:46]([CH:50]=[CH:51][CH:52]=3)[C:47]([OH:49])=O)=[N:41][NH:42][CH:43]=2)=[CH:35][CH:34]=1.[CH2:53]([NH2:60])[C:54]1[CH:59]=[CH:58][CH:57]=[CH:56][CH:55]=1.